From a dataset of NCI-60 drug combinations with 297,098 pairs across 59 cell lines. Regression. Given two drug SMILES strings and cell line genomic features, predict the synergy score measuring deviation from expected non-interaction effect. (1) Drug 1: CC=C1C(=O)NC(C(=O)OC2CC(=O)NC(C(=O)NC(CSSCCC=C2)C(=O)N1)C(C)C)C(C)C. Drug 2: CCC1(CC2CC(C3=C(CCN(C2)C1)C4=CC=CC=C4N3)(C5=C(C=C6C(=C5)C78CCN9C7C(C=CC9)(C(C(C8N6C)(C(=O)OC)O)OC(=O)C)CC)OC)C(=O)OC)O.OS(=O)(=O)O. Cell line: SK-MEL-5. Synergy scores: CSS=21.4, Synergy_ZIP=2.65, Synergy_Bliss=2.89, Synergy_Loewe=-12.0, Synergy_HSA=2.44. (2) Drug 1: CCCS(=O)(=O)NC1=C(C(=C(C=C1)F)C(=O)C2=CNC3=C2C=C(C=N3)C4=CC=C(C=C4)Cl)F. Drug 2: CN1CCC(CC1)COC2=C(C=C3C(=C2)N=CN=C3NC4=C(C=C(C=C4)Br)F)OC. Cell line: HCC-2998. Synergy scores: CSS=-8.49, Synergy_ZIP=4.27, Synergy_Bliss=-3.41, Synergy_Loewe=-16.8, Synergy_HSA=-14.9. (3) Synergy scores: CSS=70.8, Synergy_ZIP=28.6, Synergy_Bliss=23.1, Synergy_Loewe=-18.6, Synergy_HSA=8.39. Drug 2: CC12CCC3C(C1CCC2OP(=O)(O)O)CCC4=C3C=CC(=C4)OC(=O)N(CCCl)CCCl.[Na+]. Cell line: HL-60(TB). Drug 1: CC1=C2C(C(=O)C3(C(CC4C(C3C(C(C2(C)C)(CC1OC(=O)C(C(C5=CC=CC=C5)NC(=O)OC(C)(C)C)O)O)OC(=O)C6=CC=CC=C6)(CO4)OC(=O)C)O)C)O. (4) Drug 1: C1=CN(C=N1)CC(O)(P(=O)(O)O)P(=O)(O)O. Cell line: RPMI-8226. Synergy scores: CSS=31.6, Synergy_ZIP=2.18, Synergy_Bliss=3.17, Synergy_Loewe=-12.2, Synergy_HSA=4.35. Drug 2: CC1=C(C(=O)C2=C(C1=O)N3CC4C(C3(C2COC(=O)N)OC)N4)N. (5) Drug 1: C1CCC(CC1)NC(=O)N(CCCl)N=O. Drug 2: C(CN)CNCCSP(=O)(O)O. Cell line: SK-MEL-28. Synergy scores: CSS=6.99, Synergy_ZIP=-4.26, Synergy_Bliss=-4.54, Synergy_Loewe=-9.41, Synergy_HSA=-5.90. (6) Drug 1: CCC1=C2CN3C(=CC4=C(C3=O)COC(=O)C4(CC)O)C2=NC5=C1C=C(C=C5)O. Drug 2: CS(=O)(=O)CCNCC1=CC=C(O1)C2=CC3=C(C=C2)N=CN=C3NC4=CC(=C(C=C4)OCC5=CC(=CC=C5)F)Cl. Cell line: HOP-62. Synergy scores: CSS=42.8, Synergy_ZIP=-0.880, Synergy_Bliss=-1.24, Synergy_Loewe=-28.5, Synergy_HSA=0.0962.